From a dataset of Full USPTO retrosynthesis dataset with 1.9M reactions from patents (1976-2016). Predict the reactants needed to synthesize the given product. The reactants are: COC1C=CC(P2(SP(C3C=CC(OC)=CC=3)(=S)S2)=[S:10])=CC=1.[CH3:23][O:24][C:25]1[CH:45]=[C:44]([N+:46]([O-:48])=[O:47])[CH:43]=[CH:42][C:26]=1[C:27]([NH:29][NH:30][C:31](=O)[CH2:32][NH:33][C:34](=[O:40])[O:35][C:36]([CH3:39])([CH3:38])[CH3:37])=O. Given the product [CH3:23][O:24][C:25]1[CH:45]=[C:44]([N+:46]([O-:48])=[O:47])[CH:43]=[CH:42][C:26]=1[C:27]1[S:10][C:31]([CH2:32][NH:33][C:34](=[O:40])[O:35][C:36]([CH3:39])([CH3:38])[CH3:37])=[N:30][N:29]=1, predict the reactants needed to synthesize it.